Task: Predict which catalyst facilitates the given reaction.. Dataset: Catalyst prediction with 721,799 reactions and 888 catalyst types from USPTO (1) Reactant: [CH:1]([O:4][C:5]1[CH:10]=[CH:9][C:8]([S:11]([CH3:14])(=[O:13])=[O:12])=[CH:7][C:6]=1[NH2:15])([CH3:3])[CH3:2].C([O-])(O)=O.[Na+].[C:21](Cl)(Cl)=[S:22]. Product: [CH:1]([O:4][C:5]1[CH:10]=[CH:9][C:8]([S:11]([CH3:14])(=[O:12])=[O:13])=[CH:7][C:6]=1[N:15]=[C:21]=[S:22])([CH3:3])[CH3:2]. The catalyst class is: 146. (2) Reactant: C([O:4][CH2:5][CH2:6][CH2:7][O:8][C:9]1[CH:10]=[C:11]2[C:16](=[CH:17][C:18]=1[O:19][CH3:20])[C:15]([CH2:21][C:22]1[CH:27]=[CH:26][CH:25]=[C:24]([O:28][CH2:29][CH3:30])[CH:23]=1)=[N:14][CH:13]=[C:12]2[CH:31]=[O:32])(=O)C.[Se](=O)=[O:34]. Product: [OH:4][CH2:5][CH2:6][CH2:7][O:8][C:9]1[CH:10]=[C:11]2[C:16](=[CH:17][C:18]=1[O:19][CH3:20])[C:15]([C:21](=[O:34])[C:22]1[CH:27]=[CH:26][CH:25]=[C:24]([O:28][CH2:29][CH3:30])[CH:23]=1)=[N:14][CH:13]=[C:12]2[CH:31]=[O:32]. The catalyst class is: 175. (3) Reactant: [O:1]1[C@H:3]2[CH2:4][C@@H:5]3[C@@H:21]([C@@:22]4([CH3:28])[CH2:23][CH2:24][C@H:25]([OH:27])[CH2:26][C:2]124)[CH2:20][CH2:19][C@@:18]1([CH3:29])[C@H:6]3[CH2:7][CH2:8][C@@H:9]1[C@H:10]([CH3:17])[CH2:11][CH2:12][CH2:13][CH:14]([CH3:16])[CH3:15].[NH2:30][CH2:31][CH2:32][CH2:33][NH2:34].C(O)CCC. Product: [OH:1][C@:2]12[CH2:26][C@@H:25]([OH:27])[CH2:24][CH2:23][C@:22]1([CH3:28])[C@@H:21]1[C@H:5]([C@H:6]3[C@:18]([CH3:29])([CH2:19][CH2:20]1)[C@@H:9]([C@H:10]([CH3:17])[CH2:11][CH2:12][CH2:13][CH:14]([CH3:15])[CH3:16])[CH2:8][CH2:7]3)[CH2:4][C@H:3]2[NH:30][CH2:31][CH2:32][CH2:33][NH2:34]. The catalyst class is: 310. (4) Reactant: [Cl:1][C:2]1[CH:3]=[C:4]([C:12]2[S:16][N:15]=[C:14]([C:17]3[C:18]([CH3:26])=[C:19]([CH2:23][CH:24]=O)[CH:20]=[CH:21][CH:22]=3)[N:13]=2)[CH:5]=[CH:6][C:7]=1[O:8][CH:9]([CH3:11])[CH3:10].[NH:27]1[CH2:32][CH2:31][CH:30]([C:33]([O:35]CC)=[O:34])[CH2:29][CH2:28]1.CC(O)=O.C(O[BH-](OC(=O)C)OC(=O)C)(=O)C.[Na+].[OH-].[Na+].Cl. Product: [Cl:1][C:2]1[CH:3]=[C:4]([C:12]2[S:16][N:15]=[C:14]([C:17]3[C:18]([CH3:26])=[C:19]([CH2:23][CH2:24][N:27]4[CH2:28][CH2:29][CH:30]([C:33]([OH:35])=[O:34])[CH2:31][CH2:32]4)[CH:20]=[CH:21][CH:22]=3)[N:13]=2)[CH:5]=[CH:6][C:7]=1[O:8][CH:9]([CH3:11])[CH3:10]. The catalyst class is: 4. (5) Reactant: [CH3:1][O:2][C:3]1[CH:4]=[C:5]([CH:9]=[CH:10][C:11]=1[O:12][CH3:13])[C:6](Cl)=[O:7].[NH2:14][C:15]1[CH:20]=[CH:19][C:18]([C:21]([CH3:25])([CH3:24])[C:22]#[N:23])=[C:17]([Cl:26])[CH:16]=1.C(N(CC)CC)C. Product: [Cl:26][C:17]1[CH:16]=[C:15]([NH:14][C:6](=[O:7])[C:5]2[CH:9]=[CH:10][C:11]([O:12][CH3:13])=[C:3]([O:2][CH3:1])[CH:4]=2)[CH:20]=[CH:19][C:18]=1[C:21]([C:22]#[N:23])([CH3:25])[CH3:24]. The catalyst class is: 2. (6) Reactant: [CH3:1][C:2]1([CH3:14])[CH2:7][C:6](=O)[CH:5]([C:9](=O)[CH2:10][CH3:11])[C:4](=[O:13])[CH2:3]1.[F:15][C:16]1[CH:23]=[C:22]([NH:24][NH2:25])[CH:21]=[CH:20][C:17]=1[C:18]#[N:19].CCO. Product: [CH2:10]([C:9]1[C:5]2[C:4](=[O:13])[CH2:3][C:2]([CH3:1])([CH3:14])[CH2:7][C:6]=2[N:24]([C:22]2[CH:21]=[CH:20][C:17]([C:18]#[N:19])=[C:16]([F:15])[CH:23]=2)[N:25]=1)[CH3:11]. The catalyst class is: 25. (7) Reactant: Cl[C:2]1[N:7]=[CH:6][C:5]([C:8]([O:10][CH3:11])=[O:9])=[CH:4][CH:3]=1.[C:12]([NH:19][CH:20]1[CH2:25][CH2:24][NH:23][CH2:22][CH2:21]1)([O:14][C:15]([CH3:18])([CH3:17])[CH3:16])=[O:13].CCN(C(C)C)C(C)C. Product: [C:15]([O:14][C:12]([NH:19][CH:20]1[CH2:21][CH2:22][N:23]([C:2]2[N:7]=[CH:6][C:5]([C:8]([O:10][CH3:11])=[O:9])=[CH:4][CH:3]=2)[CH2:24][CH2:25]1)=[O:13])([CH3:18])([CH3:16])[CH3:17]. The catalyst class is: 85. (8) Reactant: [Br:1][C:2]1[CH:7]=[CH:6][C:5](/[C:8](=[N:22]\[O:23][CH2:24][CH3:25])/[CH:9]2[CH2:14][CH2:13][N:12]([C:15]3([CH3:21])[CH2:20][CH2:19][NH:18][CH2:17][CH2:16]3)[CH2:11][CH2:10]2)=[CH:4][CH:3]=1.[CH3:26][N:27]1[C:35]2[C:30](=[CH:31][CH:32]=[C:33]([C:36](O)=[O:37])[CH:34]=2)[CH:29]=[CH:28]1.CCN(CC)CC.CN(C(ON1N=NC2C=CC=NC1=2)=[N+](C)C)C.F[P-](F)(F)(F)(F)F. Product: [Br:1][C:2]1[CH:7]=[CH:6][C:5](/[C:8](=[N:22]\[O:23][CH2:24][CH3:25])/[CH:9]2[CH2:10][CH2:11][N:12]([C:15]3([CH3:21])[CH2:20][CH2:19][N:18]([C:36]([C:33]4[CH:34]=[C:35]5[C:30]([CH:29]=[CH:28][N:27]5[CH3:26])=[CH:31][CH:32]=4)=[O:37])[CH2:17][CH2:16]3)[CH2:13][CH2:14]2)=[CH:4][CH:3]=1. The catalyst class is: 3. (9) Reactant: [Cl:1][CH:2]([CH2:12][S:13]([F:18])([F:17])([F:16])([F:15])[F:14])[CH2:3][CH2:4][CH2:5][CH2:6][CH2:7][S:8]([OH:11])(=[O:10])=[O:9].[OH-].[Na+:20]. Product: [Cl:1][CH:2]([CH2:12][S:13]([F:18])([F:17])([F:14])([F:15])[F:16])[CH2:3][CH2:4][CH2:5][CH2:6][CH2:7][S:8]([O-:11])(=[O:10])=[O:9].[Na+:20]. The catalyst class is: 8. (10) Reactant: [Cl:1][C:2]1[CH:8]=[CH:7][C:5]([NH2:6])=[C:4]([N+:9]([O-:11])=[O:10])[CH:3]=1.[Br:12]Br. Product: [Br:12][C:7]1[CH:8]=[C:2]([Cl:1])[CH:3]=[C:4]([N+:9]([O-:11])=[O:10])[C:5]=1[NH2:6]. The catalyst class is: 15.